From a dataset of Full USPTO retrosynthesis dataset with 1.9M reactions from patents (1976-2016). Predict the reactants needed to synthesize the given product. (1) Given the product [CH:1]1([C:4]2[CH:5]=[CH:6][CH:7]=[C:8]3[C:12]=2[CH:11]=[C:10]([CH2:13][CH3:14])[CH:9]3[Si:24]2([CH:28]3[C:9]4[C:25](=[C:4]([CH:1]5[CH2:3][CH2:2]5)[CH:12]=[CH:11][CH:10]=4)[CH:26]=[C:27]3[CH2:33][CH3:34])[CH2:19][CH2:18][CH2:17][CH2:16]2)[CH2:3][CH2:2]1, predict the reactants needed to synthesize it. The reactants are: [CH:1]1([C:4]2[CH:5]=[CH:6][CH:7]=[C:8]3[C:12]=2[CH2:11][C:10]([CH2:13][CH3:14])=[CH:9]3)[CH2:3][CH2:2]1.[Li][CH2:16][CH2:17][CH2:18][CH3:19].C([Cu])#N.Cl[Si:24]1(Cl)[CH2:28][CH2:27][CH2:26][CH2:25]1.CCO[CH2:33][CH3:34]. (2) Given the product [NH2:4][CH2:3][CH2:2][CH2:1][NH:5][C:6](=[O:15])[O:7][CH2:8][C:9]1[CH:14]=[CH:13][CH:12]=[CH:11][CH:10]=1, predict the reactants needed to synthesize it. The reactants are: [CH2:1]([NH2:5])[CH2:2][CH2:3][NH2:4].[C:6](=O)([O:15]C1C=CC=CC=1)[O:7][CH2:8][C:9]1[CH:14]=[CH:13][CH:12]=[CH:11][CH:10]=1. (3) Given the product [OH:26][N:25]([C:27]1[CH:32]=[CH:31][CH:30]=[CH:29][CH:28]=1)[C:21](=[O:22])/[CH:20]=[CH:19]/[C:18]1[CH:17]=[CH:16][C:15]([N+:12]([O-:14])=[O:13])=[CH:24][CH:23]=1, predict the reactants needed to synthesize it. The reactants are: C1CCN2C(=NCCC2)CC1.[N+:12]([C:15]1[CH:24]=[CH:23][C:18](/[CH:19]=[CH:20]/[CH:21]=[O:22])=[CH:17][CH:16]=1)([O-:14])=[O:13].[N:25]([C:27]1[CH:32]=[CH:31][CH:30]=[CH:29][CH:28]=1)=[O:26].